Dataset: Reaction yield outcomes from USPTO patents with 853,638 reactions. Task: Predict the reaction yield, written as a fraction of the theoretical maximum amount of product (1.0 means a 100% yield; for example, 0.34 means a 34% yield). The reactants are [C:1]([O:5][C:6]1[CH:11]=[N:10][CH:9]=[C:8]([CH:12]=[CH2:13])[N:7]=1)([CH3:4])([CH3:3])[CH3:2].Cl.[Cl:15][C:16]1[CH:29]=[CH:28][CH:27]=[CH:26][C:17]=1[O:18][CH2:19][CH:20]1[CH2:25][CH2:24][NH:23][CH2:22][CH2:21]1.C(=O)([O-])[O-].[K+].[K+].CN(C)C=O. The catalyst is C(OCC)(=O)C. The product is [C:1]([O:5][C:6]1[CH:11]=[N:10][CH:9]=[C:8]([CH2:12][CH2:13][N:23]2[CH2:22][CH2:21][CH:20]([CH2:19][O:18][C:17]3[CH:26]=[CH:27][CH:28]=[CH:29][C:16]=3[Cl:15])[CH2:25][CH2:24]2)[N:7]=1)([CH3:4])([CH3:3])[CH3:2]. The yield is 0.110.